Task: Predict the reactants needed to synthesize the given product.. Dataset: Full USPTO retrosynthesis dataset with 1.9M reactions from patents (1976-2016) (1) Given the product [ClH:37].[CH:1]1([C:7]2[CH:32]=[CH:31][C:10]([C:11]([N:13]3[C:19]4[CH:20]=[C:21]([C:24]([O:26][CH3:27])=[O:25])[CH:22]=[CH:23][C:18]=4[CH2:17][N:16]4[C:28]([C:36]([N:52]5[CH2:53][CH2:54][N:49]([CH3:48])[CH2:50][CH2:51]5)=[O:35])=[CH:29][CH:30]=[C:15]4[CH2:14]3)=[O:12])=[CH:9][CH:8]=2)[CH2:6][CH2:5][CH2:4][CH2:3][CH2:2]1, predict the reactants needed to synthesize it. The reactants are: [CH:1]1([C:7]2[CH:32]=[CH:31][C:10]([C:11]([N:13]3[C:19]4[CH:20]=[C:21]([C:24]([O:26][CH3:27])=[O:25])[CH:22]=[CH:23][C:18]=4[CH2:17][N:16]4[CH:28]=[CH:29][CH:30]=[C:15]4[CH2:14]3)=[O:12])=[CH:9][CH:8]=2)[CH2:6][CH2:5][CH2:4][CH2:3][CH2:2]1.O=C(Cl)[O:35][C:36](Cl)(Cl)[Cl:37].C(N(CC)CC)C.[CH3:48][N:49]1[CH2:54][CH2:53][NH:52][CH2:51][CH2:50]1. (2) Given the product [CH3:21][N:19]([CH3:20])[CH2:18][CH2:17][N:12]1[C:11](=[O:22])[C:10]2[CH:23]=[CH:24][CH:25]=[C:8]3[C:9]=2[C:14](=[C:15]2[C:2]([NH:1][C:36]([NH:35][C:32]4[CH:33]=[CH:34][C:29]([O:28][C:27]([F:26])([F:38])[F:39])=[CH:30][CH:31]=4)=[S:37])=[CH:3][CH:4]=[CH:5][C:6]2=[CH:7]3)[C:13]1=[O:16], predict the reactants needed to synthesize it. The reactants are: [NH2:1][C:2]1[C:15]2[C:6](=[CH:7][C:8]3[C:9]4[C:14]=2[C:13](=[O:16])[N:12]([CH2:17][CH2:18][N:19]([CH3:21])[CH3:20])[C:11](=[O:22])[C:10]=4[CH:23]=[CH:24][CH:25]=3)[CH:5]=[CH:4][CH:3]=1.[F:26][C:27]([F:39])([F:38])[O:28][C:29]1[CH:34]=[CH:33][C:32]([N:35]=[C:36]=[S:37])=[CH:31][CH:30]=1. (3) Given the product [Cl:21][C:15]1[C:14]([CH3:22])=[C:13]([NH:12][S:11]([N:6]2[CH2:7][CH2:8][C@@H:9]([OH:10])[C@@:5]2([CH3:25])[C:3]([OH:4])=[O:2])(=[O:23])=[O:24])[CH:18]=[CH:17][C:16]=1[C:19]#[N:20], predict the reactants needed to synthesize it. The reactants are: C[O:2][C:3]([C@:5]1([CH3:25])[C@H:9]([OH:10])[CH2:8][CH2:7][N:6]1[S:11](=[O:24])(=[O:23])[NH:12][C:13]1[CH:18]=[CH:17][C:16]([C:19]#[N:20])=[C:15]([Cl:21])[C:14]=1[CH3:22])=[O:4].Cl. (4) Given the product [CH3:30][O:29][C:25](=[O:28])/[CH:26]=[CH:27]/[C:18]1[CH:19]=[C:20]2[C:15](=[CH:16][CH:17]=1)[O:14][C:10]1([CH2:11][CH2:12][CH2:13][N:8]([C:6]([O:5][C:1]([CH3:4])([CH3:3])[CH3:2])=[O:7])[CH2:9]1)[CH2:22][C:21]2=[O:23], predict the reactants needed to synthesize it. The reactants are: [C:1]([O:5][C:6]([N:8]1[CH2:13][CH2:12][CH2:11][C:10]2([CH2:22][C:21](=[O:23])[C:20]3[C:15](=[CH:16][CH:17]=[C:18](Br)[CH:19]=3)[O:14]2)[CH2:9]1)=[O:7])([CH3:4])([CH3:3])[CH3:2].[C:25]([O:29][CH3:30])(=[O:28])[CH:26]=[CH2:27].